The task is: Predict which catalyst facilitates the given reaction.. This data is from Catalyst prediction with 721,799 reactions and 888 catalyst types from USPTO. Reactant: CC(O[C:6]([N:8]1[CH2:13][CH2:12][CH:11]([C:14]([OH:16])=O)[CH2:10][CH2:9]1)=O)(C)C.[F:17][C:18]([F:28])([F:27])[C:19]1[CH:24]=[CH:23][CH:22]=[CH:21][C:20]=1[CH2:25][NH2:26].C[CH2:30][N:31]=[C:32]=NCCCN(C)C.C1[CH:41]=[CH:42][C:43]2N(O)N=[N:46][C:44]=2C=1.C([N:53](C(C)C)CC)(C)C. Product: [CH3:30][N:31]([CH3:32])[C:44]1[CH:43]=[C:42]([CH3:41])[N:53]=[C:6]([N:8]2[CH2:9][CH2:10][CH:11]([C:14]([NH:26][CH2:25][C:20]3[CH:21]=[CH:22][CH:23]=[CH:24][C:19]=3[C:18]([F:27])([F:28])[F:17])=[O:16])[CH2:12][CH2:13]2)[N:46]=1. The catalyst class is: 59.